Dataset: Full USPTO retrosynthesis dataset with 1.9M reactions from patents (1976-2016). Task: Predict the reactants needed to synthesize the given product. (1) Given the product [CH2:21]([O:20][C:18](=[O:19])[CH2:17][O:4][C:5]1[CH:10]=[C:9]([O:11][CH3:12])[CH:8]=[CH:7][C:6]=1[C:13](=[O:15])[CH3:14])[CH3:22], predict the reactants needed to synthesize it. The reactants are: C(=O)C.[OH:4][C:5]1[CH:10]=[C:9]([O:11][CH3:12])[CH:8]=[CH:7][C:6]=1[C:13](=[O:15])[CH3:14].Br[CH2:17][C:18]([O:20][CH2:21][CH3:22])=[O:19].C(=O)([O-])[O-].[K+].[K+].CN(C)C=O. (2) The reactants are: [CH2:1]([N:3]([CH2:25][CH3:26])[CH2:4][CH2:5][CH2:6][NH:7][C:8]1[N:17]=[C:16]([NH:18][CH:19]2[CH2:24][CH2:23][NH:22][CH2:21][CH2:20]2)[C:15]2[C:10](=[CH:11][CH:12]=[CH:13][CH:14]=2)[N:9]=1)[CH3:2].[CH3:27][N:28]1[C:36]2[C:31](=[CH:32][CH:33]=[CH:34][C:35]=2[CH:37]=O)[CH:30]=[CH:29]1.[BH3-]C#N.[Na+]. Given the product [CH2:25]([N:3]([CH2:1][CH3:2])[CH2:4][CH2:5][CH2:6][NH:7][C:8]1[N:17]=[C:16]([NH:18][CH:19]2[CH2:24][CH2:23][N:22]([CH2:37][C:35]3[CH:34]=[CH:33][CH:32]=[C:31]4[C:36]=3[N:28]([CH3:27])[CH:29]=[CH:30]4)[CH2:21][CH2:20]2)[C:15]2[C:10](=[CH:11][CH:12]=[CH:13][CH:14]=2)[N:9]=1)[CH3:26], predict the reactants needed to synthesize it. (3) Given the product [F:1][C:2]1[CH:21]=[CH:20][CH:19]=[C:18]([F:22])[C:3]=1[CH2:4][C:5]1[CH:6]=[C:7]([O:16][CH3:17])[C:8]([O:14][CH3:15])=[C:9]([C:11](=[O:13])[CH2:12][C:30]([C:26]2[CH:25]=[C:24]([CH3:23])[CH:29]=[CH:28][N:27]=2)=[O:31])[CH:10]=1, predict the reactants needed to synthesize it. The reactants are: [F:1][C:2]1[CH:21]=[CH:20][CH:19]=[C:18]([F:22])[C:3]=1[CH2:4][C:5]1[CH:6]=[C:7]([O:16][CH3:17])[C:8]([O:14][CH3:15])=[C:9]([C:11](=[O:13])[CH3:12])[CH:10]=1.[CH3:23][C:24]1[CH:29]=[CH:28][N:27]=[C:26]([C:30](OC)=[O:31])[CH:25]=1.C[O-].[Na+]. (4) Given the product [C:1]([C:3]1[CH:4]=[C:5]([N:9]([N:17]([C:21]([NH:23][C:24]2[CH:29]=[CH:28][C:27]([C:34]3[CH:35]=[CH:36][CH:37]=[CH:38][C:33]=3[S:32][CH3:31])=[CH:26][CH:25]=2)=[O:22])[CH2:18][CH2:19][CH3:20])[C:10]([O:12][C:13]([CH3:16])([CH3:15])[CH3:14])=[O:11])[CH:6]=[CH:7][CH:8]=1)#[N:2], predict the reactants needed to synthesize it. The reactants are: [C:1]([C:3]1[CH:4]=[C:5]([N:9]([N:17]([C:21]([NH:23][C:24]2[CH:29]=[CH:28][C:27](I)=[CH:26][CH:25]=2)=[O:22])[CH2:18][CH2:19][CH3:20])[C:10]([O:12][C:13]([CH3:16])([CH3:15])[CH3:14])=[O:11])[CH:6]=[CH:7][CH:8]=1)#[N:2].[CH3:31][S:32][C:33]1[CH:38]=[CH:37][CH:36]=[CH:35][C:34]=1B(O)O.C(=O)([O-])[O-].[Na+].[Na+]. (5) Given the product [OH:1][C:2]([C:7]1[NH:11][N:10]=[C:9]([C:12]2[N:13]=[CH:14][C:15]([O:27][CH3:28])=[C:16]3[C:20]([C:21](=[O:26])[C:22]([OH:24])=[O:23])=[CH:19][NH:18][C:17]=23)[CH:8]=1)([CH2:3][CH3:4])[CH2:5][CH3:6], predict the reactants needed to synthesize it. The reactants are: [OH:1][C:2]([C:7]1[NH:11][N:10]=[C:9]([C:12]2[N:13]=[CH:14][C:15]([O:27][CH3:28])=[C:16]3[C:20]([C:21](=[O:26])[C:22]([O:24]C)=[O:23])=[CH:19][NH:18][C:17]=23)[CH:8]=1)([CH2:5][CH3:6])[CH2:3][CH3:4].CO.C(=O)([O-])[O-].[K+].[K+].Cl. (6) Given the product [Cl:17][C:18]1[N:19]=[C:20]([Cl:27])[C:21]([CH:25]=[O:26])=[C:22]([NH:7][C:4]2[CH:3]=[C:2]([CH3:1])[NH:6][N:5]=2)[N:23]=1, predict the reactants needed to synthesize it. The reactants are: [CH3:1][C:2]1[NH:6][N:5]=[C:4]([NH2:7])[CH:3]=1.CCN(C(C)C)C(C)C.[Cl:17][C:18]1[N:23]=[C:22](Cl)[C:21]([CH:25]=[O:26])=[C:20]([Cl:27])[N:19]=1.O.